This data is from Forward reaction prediction with 1.9M reactions from USPTO patents (1976-2016). The task is: Predict the product of the given reaction. (1) Given the reactants [CH:1]1([CH2:4][O:5][C:6]2[CH:7]=[CH:8][C:9]3[C:13]([CH:14]=2)=[N:12][N:11]([C:15]2[CH:32]=[CH:31][C:18]([O:19][CH2:20][C@@H:21]([NH:23]C(=O)OC(C)(C)C)[CH3:22])=[CH:17][CH:16]=2)[CH:10]=3)[CH2:3][CH2:2]1.[ClH:33].C(OCC)(=O)C, predict the reaction product. The product is: [ClH:33].[CH:1]1([CH2:4][O:5][C:6]2[CH:7]=[CH:8][C:9]3[C:13]([CH:14]=2)=[N:12][N:11]([C:15]2[CH:32]=[CH:31][C:18]([O:19][CH2:20][C@@H:21]([NH2:23])[CH3:22])=[CH:17][CH:16]=2)[CH:10]=3)[CH2:3][CH2:2]1. (2) Given the reactants C(OC(=O)COC1C=CC(SCC2C=C(C3C=CC(C(F)(F)F)=CC=3)OC=2)=CC=1C)C.[CH2:32]([O:34][C:35](=[O:46])[CH2:36][O:37][C:38]1[CH:43]=[CH:42][C:41]([OH:44])=[CH:40][C:39]=1[CH3:45])[CH3:33].[F:47][C:48]1[C:53]([F:54])=[C:52]([C:55]([F:58])([F:57])[F:56])[CH:51]=[CH:50][C:49]=1[C:59]1[S:63][C:62]([CH2:64]O)=[C:61]([CH3:66])[CH:60]=1, predict the reaction product. The product is: [CH2:32]([O:34][C:35](=[O:46])[CH2:36][O:37][C:38]1[CH:43]=[CH:42][C:41]([O:44][CH2:64][C:62]2[S:63][C:59]([C:49]3[CH:50]=[CH:51][C:52]([C:55]([F:56])([F:57])[F:58])=[C:53]([F:54])[C:48]=3[F:47])=[CH:60][C:61]=2[CH3:66])=[CH:40][C:39]=1[CH3:45])[CH3:33]. (3) The product is: [CH3:24][O:23][C:13]1[CH:12]=[C:11]([NH:10][C:5]2[N:6]=[C:7]([CH3:9])[CH:8]=[C:3]([O:31][CH:28]3[CH2:29][CH2:30][O:25][CH2:26][CH2:27]3)[N:4]=2)[CH:16]=[CH:15][C:14]=1[N:17]1[CH:21]=[C:20]([CH3:22])[N:19]=[CH:18]1. Given the reactants [Na].Cl[C:3]1[CH:8]=[C:7]([CH3:9])[N:6]=[C:5]([NH:10][C:11]2[CH:16]=[CH:15][C:14]([N:17]3[CH:21]=[C:20]([CH3:22])[N:19]=[CH:18]3)=[C:13]([O:23][CH3:24])[CH:12]=2)[N:4]=1.[O:25]1[CH2:30][CH2:29][CH:28]([OH:31])[CH2:27][CH2:26]1, predict the reaction product. (4) Given the reactants [C:1]([O:5][C:6]([NH:8][C@@H:9]1[CH2:18][C:17]2[C:12](=[CH:13][CH:14]=[CH:15][CH:16]=2)[NH:11][C:10]1=[O:19])=[O:7])([CH3:4])([CH3:3])[CH3:2].Br[CH2:21][C:22]([O:24][CH3:25])=[O:23].C[O-].[Na+].C(OCC)(=O)C, predict the reaction product. The product is: [C:1]([O:5][C:6]([NH:8][C@@H:9]1[CH2:18][C:17]2[C:12](=[CH:13][CH:14]=[CH:15][CH:16]=2)[N:11]([CH2:21][C:22]([O:24][CH3:25])=[O:23])[C:10]1=[O:19])=[O:7])([CH3:4])([CH3:2])[CH3:3]. (5) Given the reactants [CH2:1]([O:3][C:4]([C:6]1([C:12]2[CH:17]=[CH:16][CH:15]=[CH:14][CH:13]=2)[CH2:11][CH2:10][NH:9][CH2:8][CH2:7]1)=[O:5])[CH3:2].Cl, predict the reaction product. The product is: [CH2:1]([O:3][C:4]([C:6]1([CH:12]2[CH2:17][CH2:16][CH2:15][CH2:14][CH2:13]2)[CH2:7][CH2:8][NH:9][CH2:10][CH2:11]1)=[O:5])[CH3:2]. (6) Given the reactants [CH2:1]([N:8]1[CH2:13][CH2:12][N:11]([C:14]2[N:15]=[CH:16][C:17]([C:20]([NH:22][C:23]3[CH:28]=[CH:27][CH:26]=[CH:25][C:24]=3[NH:29]C(=O)OC(C)(C)C)=[O:21])=[N:18][CH:19]=2)[CH2:10][CH2:9]1)[C:2]1[CH:7]=[CH:6][CH:5]=[CH:4][CH:3]=1.Cl, predict the reaction product. The product is: [NH2:29][C:24]1[CH:25]=[CH:26][CH:27]=[CH:28][C:23]=1[NH:22][C:20]([C:17]1[CH:16]=[N:15][C:14]([N:11]2[CH2:12][CH2:13][N:8]([CH2:1][C:2]3[CH:7]=[CH:6][CH:5]=[CH:4][CH:3]=3)[CH2:9][CH2:10]2)=[CH:19][N:18]=1)=[O:21]. (7) Given the reactants [F:1][C:2]1[CH:3]=[C:4]([CH2:9][C@H:10]([NH:14][C:15](=[O:21])[O:16][C:17]([CH3:20])([CH3:19])[CH3:18])[C@@H:11]2[CH2:13][O:12]2)[CH:5]=[C:6]([F:8])[CH:7]=1.[CH3:22][O:23][C:24]1[CH:25]=[C:26]([CH:29]=[CH:30][CH:31]=1)[CH2:27][NH2:28], predict the reaction product. The product is: [F:1][C:2]1[CH:3]=[C:4]([CH:5]=[C:6]([F:8])[CH:7]=1)[CH2:9][C@H:10]([NH:14][C:15](=[O:21])[O:16][C:17]([CH3:20])([CH3:19])[CH3:18])[C@@H:11]([OH:12])[CH2:13][NH:28][CH2:27][C:26]1[CH:29]=[CH:30][CH:31]=[C:24]([O:23][CH3:22])[CH:25]=1. (8) The product is: [CH2:1]([O:8][NH:9][C:13]1([CH2:23][CH2:24][CH:25]([CH3:27])[CH3:26])[C:14]2[C:19](=[CH:18][CH:17]=[CH:16][CH:15]=2)[C:20](=[O:22])[CH:21]=[C:12]1[OH:11])[C:2]1[CH:7]=[CH:6][CH:5]=[CH:4][CH:3]=1. Given the reactants [CH2:1]([O:8][N:9]1[C:13]2([CH2:23][CH2:24][CH:25]([CH3:27])[CH3:26])[C:14]3[C:19]([C:20](=[O:22])[CH:21]=[C:12]2[O:11]C1C(C)C)=[CH:18][CH:17]=[CH:16][CH:15]=3)[C:2]1[CH:7]=[CH:6][CH:5]=[CH:4][CH:3]=1, predict the reaction product. (9) The product is: [C:1]([O:5][C:6]([N:8]1[CH2:13][CH2:12][CH:11]([CH:14]2[O:23][C:17]3=[CH:18][N:19]=[C:20]([C:26]4[CH:25]=[N:24][CH:29]=[CH:28][CH:27]=4)[CH:21]=[C:16]3[CH2:15]2)[CH2:10][CH2:9]1)=[O:7])([CH3:4])([CH3:3])[CH3:2]. Given the reactants [C:1]([O:5][C:6]([N:8]1[CH2:13][CH2:12][CH:11]([CH:14]2[O:23][C:17]3=[CH:18][N:19]=[C:20](Cl)[CH:21]=[C:16]3[CH2:15]2)[CH2:10][CH2:9]1)=[O:7])([CH3:4])([CH3:3])[CH3:2].[N:24]1[CH:29]=[CH:28][CH:27]=[C:26](B(O)O)[CH:25]=1, predict the reaction product. (10) Given the reactants [CH2:1]([O:3][C:4](=[O:19])/[C:5](/[O:16][CH2:17][CH3:18])=[CH:6]/[C:7]1[CH:8]=[C:9]2[C:13](=[CH:14][CH:15]=1)[NH:12][CH:11]=[CH:10]2)[CH3:2].Cl[CH2:21][C:22]1[N:23]=[C:24]([C:28]2[CH:33]=[CH:32][CH:31]=[CH:30][C:29]=2[O:34][CH3:35])[O:25][C:26]=1[CH3:27], predict the reaction product. The product is: [CH2:1]([O:3][C:4](=[O:19])/[C:5](/[O:16][CH2:17][CH3:18])=[CH:6]/[C:7]1[CH:8]=[C:9]2[C:13](=[CH:14][CH:15]=1)[N:12]([CH2:21][C:22]1[N:23]=[C:24]([C:28]3[CH:33]=[CH:32][CH:31]=[CH:30][C:29]=3[O:34][CH3:35])[O:25][C:26]=1[CH3:27])[CH:11]=[CH:10]2)[CH3:2].